From a dataset of Full USPTO retrosynthesis dataset with 1.9M reactions from patents (1976-2016). Predict the reactants needed to synthesize the given product. (1) Given the product [CH3:27][O:28][C:29]1[CH:30]=[C:31]([NH:40][C:8](=[O:26])[NH:9][C:10]2[CH:11]=[C:12]([CH:13]=[CH:14][CH:15]=2)[CH2:16][NH:17][C:18](=[O:19])[O:20][C@H:21]2[CH2:25][CH2:24][O:23][CH2:22]2)[CH:32]=[CH:33][C:34]=1[C:35]1[O:39][CH:38]=[N:37][CH:36]=1, predict the reactants needed to synthesize it. The reactants are: C1(O[C:8](=[O:26])[NH:9][C:10]2[CH:15]=[CH:14][CH:13]=[C:12]([CH2:16][NH:17][C:18]([O:20][C@H:21]3[CH2:25][CH2:24][O:23][CH2:22]3)=[O:19])[CH:11]=2)C=CC=CC=1.[CH3:27][O:28][C:29]1[CH:30]=[C:31]([NH2:40])[CH:32]=[CH:33][C:34]=1[C:35]1[O:39][CH:38]=[N:37][CH:36]=1.C(N(C(C)C)CC)(C)C. (2) Given the product [NH:16]1[CH2:15][CH2:14][CH:13]([C:1]2[N:2]=[N:3][N:4]3[C:9]=2[C:8]2[CH:10]=[CH:11][NH:12][C:7]=2[N:6]=[CH:5]3)[CH2:18][CH2:17]1, predict the reactants needed to synthesize it. The reactants are: [C:1]1([CH:13]2[CH2:18][CH2:17][N:16](C(OCC3C=CC=CC=3)=O)[CH2:15][CH2:14]2)[N:2]=[N:3][N:4]2[C:9]=1[C:8]1[CH:10]=[CH:11][NH:12][C:7]=1[N:6]=[CH:5]2.